This data is from Forward reaction prediction with 1.9M reactions from USPTO patents (1976-2016). The task is: Predict the product of the given reaction. (1) Given the reactants Br[C:2]1[CH:16]=[C:15]2[C:5]([CH2:6][C:7]([CH3:18])([CH3:17])[C:8]32[CH:12]=[C:11]([F:13])[C:10]([NH2:14])=[N:9]3)=[CH:4][CH:3]=1.[N:19]1[CH:24]=[C:23](B(O)O)[CH:22]=[N:21][CH:20]=1.CC([PH+](C(C)(C)C)CCCS([O-])(=O)=O)(C)C.CC1CCCO1.C(=O)([O-])[O-].[K+].[K+], predict the reaction product. The product is: [F:13][C:11]1[C:10]([NH2:14])=[N:9][C:8]2([C:15]3[C:5](=[CH:4][CH:3]=[C:2]([C:23]4[CH:24]=[N:19][CH:20]=[N:21][CH:22]=4)[CH:16]=3)[CH2:6][C:7]2([CH3:18])[CH3:17])[CH:12]=1. (2) Given the reactants Cl[C:2]1[N:7]=[CH:6][C:5]([C:8]2[CH:13]=[CH:12][N:11]=[C:10]([O:14][CH3:15])[CH:9]=2)=[C:4]([NH2:16])[CH:3]=1.[NH:17]1[CH2:22][CH2:21][O:20][CH2:19][CH2:18]1.C1(P(C2CCCCC2)C2C=CC=CC=2C2C(C(C)C)=CC(C(C)C)=CC=2C(C)C)CCCCC1.C[Si]([N-][Si](C)(C)C)(C)C.[Li+], predict the reaction product. The product is: [CH3:15][O:14][C:10]1[CH:9]=[C:8]([C:5]2[CH:6]=[N:7][C:2]([N:17]3[CH2:22][CH2:21][O:20][CH2:19][CH2:18]3)=[CH:3][C:4]=2[NH2:16])[CH:13]=[CH:12][N:11]=1. (3) Given the reactants [C:1]([O:5][C:6]([N:8]1[CH2:13][CH2:12][CH:11]([C:14]([C:16]2[S:17][CH:18]=[CH:19][C:20]=2[Br:21])=O)[CH2:10][CH2:9]1)=[O:7])([CH3:4])([CH3:3])[CH3:2].Cl.[NH2:23][OH:24].N1C=CC=CC=1, predict the reaction product. The product is: [C:1]([O:5][C:6]([N:8]1[CH2:13][CH2:12][CH:11]([C:14]([C:16]2[S:17][CH:18]=[CH:19][C:20]=2[Br:21])=[N:23][OH:24])[CH2:10][CH2:9]1)=[O:7])([CH3:4])([CH3:3])[CH3:2]. (4) Given the reactants [F:1][C:2]1[C:7]2[C:8]([C:18](=[O:21])[NH:19][CH3:20])=[C:9]([C:11]3[CH:16]=[CH:15][C:14]([F:17])=[CH:13][CH:12]=3)[O:10][C:6]=2[CH:5]=[CH:4][C:3]=1[C:22]1[CH:23]=[C:24]([CH:28]=[CH:29][C:30]=1[CH3:31])[C:25]([OH:27])=O.[CH3:32][C:33]1[CH:38]=[C:37]([CH3:39])[N:36]=[C:35]([C:40]2([NH2:43])[CH2:42][CH2:41]2)[N:34]=1.F[P-](F)(F)(F)(F)F.N1(O[P+](N(C)C)(N(C)C)N(C)C)C2C=CC=CC=2N=N1.C(N(CC)CC)C, predict the reaction product. The product is: [CH3:39][C:37]1[CH:38]=[C:33]([CH3:32])[N:34]=[C:35]([C:40]2([NH:43][C:25]([C:24]3[CH:28]=[CH:29][C:30]([CH3:31])=[C:22]([C:3]4[CH:4]=[CH:5][C:6]5[O:10][C:9]([C:11]6[CH:12]=[CH:13][C:14]([F:17])=[CH:15][CH:16]=6)=[C:8]([C:18]([NH:19][CH3:20])=[O:21])[C:7]=5[C:2]=4[F:1])[CH:23]=3)=[O:27])[CH2:41][CH2:42]2)[N:36]=1. (5) Given the reactants [NH2:1][C:2]1[CH:18]=[C:17]([C:19]#[N:20])[CH:16]=[CH:15][C:3]=1[CH2:4][NH:5][C:6](=[O:14])[C:7]1[CH:12]=[CH:11][CH:10]=[C:9]([CH3:13])[CH:8]=1.Br[CH2:22][CH2:23][OH:24], predict the reaction product. The product is: [C:19]([C:17]1[CH:16]=[CH:15][C:3]([CH2:4][NH:5][C:6](=[O:14])[C:7]2[CH:12]=[CH:11][CH:10]=[C:9]([CH3:13])[CH:8]=2)=[C:2]([NH:1][CH2:22][CH2:23][OH:24])[CH:18]=1)#[N:20]. (6) Given the reactants Br[C:2]1[C:7]([CH3:8])=[CH:6][C:5]([O:9][CH3:10])=[CH:4][C:3]=1[NH2:11].C(N(CC)CC)C.C1(P(C2CCCCC2)C2C=CC=CC=2C2C=CC=CC=2)CCCCC1.[CH3:44][C:45]1([CH3:52])[C:49]([CH3:51])([CH3:50])[O:48][BH:47][O:46]1, predict the reaction product. The product is: [CH3:10][O:9][C:5]1[CH:6]=[C:7]([CH3:8])[C:2]([B:47]2[O:48][C:49]([CH3:51])([CH3:50])[C:45]([CH3:52])([CH3:44])[O:46]2)=[C:3]([NH2:11])[CH:4]=1. (7) Given the reactants C(OC([N:8]1[C:16]2[C:11](=[CH:12][CH:13]=[C:14]([C:17]([O:19][CH2:20][C:21]3[CH:26]=[CH:25][CH:24]=[CH:23][CH:22]=3)=[O:18])[CH:15]=2)[C:10]([Br:27])=[N:9]1)=O)(C)(C)C.C(O)(C(F)(F)F)=O.C([O-])(O)=O.[Na+], predict the reaction product. The product is: [CH2:20]([O:19][C:17]([C:14]1[CH:15]=[C:16]2[C:11]([C:10]([Br:27])=[N:9][NH:8]2)=[CH:12][CH:13]=1)=[O:18])[C:21]1[CH:26]=[CH:25][CH:24]=[CH:23][CH:22]=1. (8) Given the reactants [F:1][C:2]([F:13])([F:12])[C:3]1[CH:4]=[C:5](B(O)O)[CH:6]=[CH:7][CH:8]=1.[F-].[K+].F[B-](F)(F)F.C([PH+](C(C)(C)C)C(C)(C)C)(C)(C)C.[CH3:34][O:35][C:36](=[O:45])[C:37]1[CH:42]=[CH:41][C:40]([CH3:43])=[C:39](Br)[CH:38]=1, predict the reaction product. The product is: [CH3:34][O:35][C:36]([C:37]1[CH:38]=[C:39]([C:5]2[CH:6]=[CH:7][CH:8]=[C:3]([C:2]([F:13])([F:12])[F:1])[CH:4]=2)[C:40]([CH3:43])=[CH:41][CH:42]=1)=[O:45]. (9) Given the reactants [CH:1]([N:4]1[CH2:9][CH2:8][NH:7][CH2:6][CH2:5]1)([CH3:3])[CH3:2].[Cl:10][C:11]1[CH:16]=[CH:15][C:14]([C@@H:17]2[C@:19]3([C:27]4[C:22](=[CH:23][CH:24]=[CH:25][CH:26]=4)[N:21]([CH2:28][C:29]4[CH:30]=[C:31]([CH:35]=[CH:36][CH:37]=4)[C:32](O)=[O:33])[C:20]3=[O:38])[CH2:18]2)=[CH:13][CH:12]=1, predict the reaction product. The product is: [Cl:10][C:11]1[CH:16]=[CH:15][C:14]([C@H:17]2[C@@:19]3([C:27]4[C:22](=[CH:23][CH:24]=[CH:25][CH:26]=4)[N:21]([CH2:28][C:29]4[CH:37]=[CH:36][CH:35]=[C:31]([C:32]([N:7]5[CH2:8][CH2:9][N:4]([CH:1]([CH3:3])[CH3:2])[CH2:5][CH2:6]5)=[O:33])[CH:30]=4)[C:20]3=[O:38])[CH2:18]2)=[CH:13][CH:12]=1. (10) Given the reactants [N+:1]([C:4]1[CH:5]=[C:6]([S:10](Cl)(=[O:12])=[O:11])[CH:7]=[CH:8][CH:9]=1)([O-])=O.[CH3:14][NH2:15].C1COCC1.C([O-])(O)=O.[Na+].Cl.Cl[CH2:28][CH2:29][N:30]1[CH2:34][CH2:33][CH2:32][CH2:31]1.C([O-])([O-])=O.[Cs+].[Cs+], predict the reaction product. The product is: [NH2:1][C:4]1[CH:5]=[C:6]([S:10]([N:15]([CH3:14])[CH2:28][CH2:29][N:30]2[CH2:34][CH2:33][CH2:32][CH2:31]2)(=[O:12])=[O:11])[CH:7]=[CH:8][CH:9]=1.